Dataset: Full USPTO retrosynthesis dataset with 1.9M reactions from patents (1976-2016). Task: Predict the reactants needed to synthesize the given product. (1) Given the product [ClH:18].[Cl:18][C:19]1[CH:20]=[CH:21][C:22](/[CH:25]=[CH:26]/[C:27]([NH:17][C:12]2[CH:13]=[C:14]3[C:9](=[CH:10][CH:11]=2)[N:8]=[C:7]([N:1]2[CH2:2][CH2:3][CH2:4][CH2:5][CH2:6]2)[CH:16]=[CH:15]3)=[O:28])=[CH:23][CH:24]=1, predict the reactants needed to synthesize it. The reactants are: [N:1]1([C:7]2[CH:16]=[CH:15][C:14]3[C:9](=[CH:10][CH:11]=[C:12]([NH2:17])[CH:13]=3)[N:8]=2)[CH2:6][CH2:5][CH2:4][CH2:3][CH2:2]1.[Cl:18][C:19]1[CH:24]=[CH:23][C:22](/[CH:25]=[CH:26]/[C:27](Cl)=[O:28])=[CH:21][CH:20]=1.N1C2C(=CC(N)=CC=2)C=CC=1N. (2) Given the product [C:2]([C:4]1[C:5]([CH2:6][C:7]([CH3:10])([CH3:9])[CH3:8])=[N:18][CH:17]=[N:19][CH:13]=1)([CH3:12])([CH3:3])[CH3:1], predict the reactants needed to synthesize it. The reactants are: [CH3:1][C:2]([CH3:12])([CH2:4][C:5](=O)[CH2:6][C:7]([CH3:10])([CH3:9])[CH3:8])[CH3:3].[C:13](O)(=O)C.[CH:17]([NH2:19])=[NH:18]. (3) Given the product [C:40]1([C:30]2[N:31]=[C:32]([C:34]3[CH:35]=[CH:36][CH:37]=[CH:38][CH:39]=3)[N:33]=[C:28]([N:17]3[C:18]4[C:14](=[CH:13][CH:12]=[CH:11][C:10]=4[C:5]4[CH:6]=[N:7][CH:8]=[CH:9][C:4]=4[N+:1]([O-:3])=[O:2])[C:15]([C:19]4[CH:20]=[CH:21][CH:22]=[CH:23][CH:24]=4)=[CH:16]3)[N:29]=2)[CH:45]=[CH:44][CH:43]=[CH:42][CH:41]=1, predict the reactants needed to synthesize it. The reactants are: [N+:1]([C:4]1[CH:9]=[CH:8][N:7]=[CH:6][C:5]=1[C:10]1[CH:11]=[CH:12][CH:13]=[C:14]2[C:18]=1[NH:17][CH:16]=[C:15]2[C:19]1[CH:24]=[CH:23][CH:22]=[CH:21][CH:20]=1)([O-:3])=[O:2].[H-].[Na+].Cl[C:28]1[N:33]=[C:32]([C:34]2[CH:39]=[CH:38][CH:37]=[CH:36][CH:35]=2)[N:31]=[C:30]([C:40]2[CH:45]=[CH:44][CH:43]=[CH:42][CH:41]=2)[N:29]=1. (4) Given the product [Br:1][C:7]1[C:8]([F:10])=[CH:9][C:4]([Cl:3])=[C:5]([O:11][CH3:12])[CH:6]=1, predict the reactants needed to synthesize it. The reactants are: [Br:1]Br.[Cl:3][C:4]1[CH:9]=[C:8]([F:10])[CH:7]=[CH:6][C:5]=1[O:11][CH3:12]. (5) Given the product [Cl:23][C:20]1[CH:21]=[CH:22][C:17]([S:14]([N:13]([CH2:24][C:25]2[CH:34]=[CH:33][C:28]([C:29]([NH:13][C@@H:6]([CH3:7])[CH2:5][OH:4])=[O:30])=[CH:27][CH:26]=2)[C@H:6]([C:7]2[CH:12]=[CH:11][CH:10]=[CH:9][CH:8]=2)[CH2:5][OH:4])(=[O:15])=[O:16])=[CH:18][CH:19]=1, predict the reactants needed to synthesize it. The reactants are: C([O:4][CH2:5][C@H:6]([N:13]([CH2:24][C:25]1[CH:34]=[CH:33][C:28]([C:29](OC)=[O:30])=[CH:27][CH:26]=1)[S:14]([C:17]1[CH:22]=[CH:21][C:20]([Cl:23])=[CH:19][CH:18]=1)(=[O:16])=[O:15])[C:7]1[CH:12]=[CH:11][CH:10]=[CH:9][CH:8]=1)(=O)C. (6) Given the product [F:1][C:2]1[CH:3]=[CH:4][C:5]([C:8]2[N:12]=[N:11][N:10]([CH3:13])[C:9]=2[CH2:14][O:15][C:16]2[CH:24]=[CH:23][C:19]([C:20]([NH:28][CH:25]([CH3:27])[CH3:26])=[O:22])=[CH:18][N:17]=2)=[N:6][CH:7]=1, predict the reactants needed to synthesize it. The reactants are: [F:1][C:2]1[CH:3]=[CH:4][C:5]([C:8]2[N:12]=[N:11][N:10]([CH3:13])[C:9]=2[CH2:14][O:15][C:16]2[CH:24]=[CH:23][C:19]([C:20]([OH:22])=O)=[CH:18][N:17]=2)=[N:6][CH:7]=1.[CH:25]([NH2:28])([CH3:27])[CH3:26].